Dataset: Full USPTO retrosynthesis dataset with 1.9M reactions from patents (1976-2016). Task: Predict the reactants needed to synthesize the given product. (1) Given the product [CH3:1][O:2][C:3]1[C:4]([CH3:12])=[C:5]([CH2:6][OH:7])[CH:9]=[CH:10][CH:11]=1, predict the reactants needed to synthesize it. The reactants are: [CH3:1][O:2][C:3]1[C:4]([CH3:12])=[C:5]([CH:9]=[CH:10][CH:11]=1)[C:6](O)=[O:7].O.C(OCC)(=O)C.Cl. (2) Given the product [C:29]([NH:1][CH2:2][C:3]([N:5]1[CH2:9][C@H:8]([NH:10][C:11](=[O:18])[C:12]2[CH:13]=[CH:14][CH:15]=[CH:16][CH:17]=2)[CH2:7][C@H:6]1[C:19]([OH:21])=[O:20])=[O:4])(=[O:31])[CH3:30], predict the reactants needed to synthesize it. The reactants are: [NH2:1][CH2:2][C:3]([N:5]1[CH2:9][C@H:8]([NH:10][C:11](=[O:18])[C:12]2[CH:17]=[CH:16][CH:15]=[CH:14][CH:13]=2)[CH2:7][C@H:6]1[C:19]([OH:21])=[O:20])=[O:4].C(N(CC)CC)C.[C:29](OC(=O)C)(=[O:31])[CH3:30]. (3) Given the product [S:1]([C:3]1[CH:4]=[CH:5][C:6]([NH:9][C:21]([NH2:22])=[NH:20])=[CH:7][CH:8]=1)(=[O:10])(=[O:2])[NH2:11], predict the reactants needed to synthesize it. The reactants are: [S:1]([NH2:11])(=[O:10])([C:3]1[CH:8]=[CH:7][C:6]([NH2:9])=[CH:5][CH:4]=1)=[O:2].C([NH:20][C:21]#[N:22])(=O)C1C=CC=CC=1. (4) Given the product [CH3:33][C:25]1[CH:24]=[C:23]([CH2:22][O:21][C:18]2[CH:19]=[CH:20][C:15]([S:12]([NH:11][C@@H:10]3[CH2:9][CH2:8][NH:7][CH2:6][C@@H:5]3[C:3]([OH:4])=[O:2])(=[O:13])=[O:14])=[CH:16][CH:17]=2)[C:32]2[C:27](=[CH:28][CH:29]=[CH:30][CH:31]=2)[N:26]=1, predict the reactants needed to synthesize it. The reactants are: C[O:2][C:3]([CH:5]1[CH:10]([NH:11][S:12]([C:15]2[CH:20]=[CH:19][C:18]([O:21][CH2:22][C:23]3[C:32]4[C:27](=[CH:28][CH:29]=[CH:30][CH:31]=4)[N:26]=[C:25]([CH3:33])[CH:24]=3)=[CH:17][CH:16]=2)(=[O:14])=[O:13])[CH2:9][CH2:8][N:7](C(OC(C)(C)C)=O)[CH2:6]1)=[O:4].Cl. (5) The reactants are: [CH3:1][O:2][C:3]1[CH:4]=[C:5]([C@H:9]2[CH2:14][CH2:13][CH2:12][NH:11][CH2:10]2)[CH:6]=[CH:7][CH:8]=1.[F:15][C:16]([F:21])([F:20])[C@@H:17]1[CH2:19][O:18]1. Given the product [F:15][C:16]([F:21])([F:20])[C@@H:17]([OH:18])[CH2:19][N:11]1[CH2:12][CH2:13][CH2:14][C@H:9]([C:5]2[CH:6]=[CH:7][CH:8]=[C:3]([O:2][CH3:1])[CH:4]=2)[CH2:10]1, predict the reactants needed to synthesize it. (6) Given the product [NH2:3][CH:4]([C:9]([OH:11])=[O:10])[C:5]([CH3:8])([CH3:7])[CH3:6], predict the reactants needed to synthesize it. The reactants are: [OH-].[NH4+].[NH2:3][C@@H:4]([C:9]([OH:11])=[O:10])[C:5]([CH3:8])([CH3:7])[CH3:6]. (7) Given the product [C:1]1([C:7]2[CH:12]=[CH:11][CH:10]=[CH:9][C:8]=2[O:13][CH2:15][CH2:16][CH2:17][CH2:18][CH2:19][CH2:20][OH:21])[CH:2]=[CH:3][CH:4]=[CH:5][CH:6]=1, predict the reactants needed to synthesize it. The reactants are: [C:1]1([C:7]2[CH:12]=[CH:11][CH:10]=[CH:9][C:8]=2[OH:13])[CH:6]=[CH:5][CH:4]=[CH:3][CH:2]=1.Br[CH2:15][CH2:16][CH2:17][CH2:18][CH2:19][CH2:20][OH:21].C(=O)([O-])[O-].[Na+].[Na+]. (8) Given the product [NH:23]1[C:18]2[CH:17]=[C:16]([N:4]3[C@@H:3]([C:8]4[CH:9]=[CH:10][CH:11]=[CH:12][CH:13]=4)[C:2]([CH3:14])([CH3:1])[O:6][C:5]3=[O:7])[CH:21]=[CH:20][C:19]=2[N:22]=[CH:24]1, predict the reactants needed to synthesize it. The reactants are: [CH3:1][C:2]1([CH3:14])[O:6][C:5](=[O:7])[NH:4][C@H:3]1[C:8]1[CH:13]=[CH:12][CH:11]=[CH:10][CH:9]=1.Br[C:16]1[CH:17]=[C:18]([NH2:23])[C:19]([NH2:22])=[CH:20][CH:21]=1.[C:24](=O)([O-])[O-].[K+].[K+].C1(N)CCCCC1N.Cl.